This data is from HIV replication inhibition screening data with 41,000+ compounds from the AIDS Antiviral Screen. The task is: Binary Classification. Given a drug SMILES string, predict its activity (active/inactive) in a high-throughput screening assay against a specified biological target. (1) The molecule is COc1ccc(COCCC(C)OC2OC(CO[Si](C)(C)C(C)(C)C)C(OC(=O)CCCN=[N+]=[N-])C(OC(=O)CCCN=[N+]=[N-])C2OC(=O)CCCN=[N+]=[N-])cc1. The result is 0 (inactive). (2) The compound is CCCCCC=C(c1cc(Br)c(OC)c(C(=O)O)c1)c1cc(Br)c(OC)c(C(=O)O)c1. The result is 0 (inactive). (3) The molecule is O=C(O)CC(c1ccccc1)c1ccccc1. The result is 0 (inactive). (4) The molecule is Cc1ccsc1C(=S)Nc1ccc(Cl)c(C=NOC(C)C)c1. The result is 1 (active). (5) The molecule is [O+]#C[W]1([I-])(C#[O+])([N+]#[O+])[PH](c2ccccc2)(c2ccccc2)CC[PH]1(c1ccccc1)c1ccccc1. The result is 0 (inactive). (6) The molecule is CC(O)(c1ccccc1)c1nccc2ccccc12. The result is 0 (inactive). (7) The molecule is COc1ccc(CCn2ccc(C)n2)c(OC)c1.Cl. The result is 0 (inactive). (8) The compound is COC(=O)NN=Cc1oc(-c2cccc([N+](=O)[O-])c2)c(-c2cccc([N+](=O)[O-])c2)c1[N+](=O)[O-]. The result is 0 (inactive).